The task is: Predict the product of the given reaction.. This data is from Forward reaction prediction with 1.9M reactions from USPTO patents (1976-2016). (1) The product is: [N:1]1[CH:6]=[CH:5][CH:4]=[CH:3][C:2]=1[CH2:7][CH2:8][NH:9][C:10]1[S:11][CH:14]=[C:15]([C:16]([OH:18])=[O:17])[N:12]=1. Given the reactants [N:1]1[CH:6]=[CH:5][CH:4]=[CH:3][C:2]=1[CH2:7][CH2:8][NH:9][C:10]([NH2:12])=[S:11].Br[CH2:14][C:15](=O)[C:16]([OH:18])=[O:17], predict the reaction product. (2) Given the reactants [OH:1][C:2]1[CH:15]=[CH:14][C:5]([CH2:6][CH:7]2[CH2:11][O:10][C:9](=[O:12])[N:8]2[CH3:13])=[CH:4][CH:3]=1.C(=O)([O-])[O-].[K+].[K+].F[C:23]1[CH:28]=[CH:27][C:26]([N+:29]([O-:31])=[O:30])=[CH:25][CH:24]=1, predict the reaction product. The product is: [CH3:13][N:8]1[CH:7]([CH2:6][C:5]2[CH:14]=[CH:15][C:2]([O:1][C:23]3[CH:28]=[CH:27][C:26]([N+:29]([O-:31])=[O:30])=[CH:25][CH:24]=3)=[CH:3][CH:4]=2)[CH2:11][O:10][C:9]1=[O:12]. (3) Given the reactants [Cl:1][C:2]1[CH:7]=[CH:6][C:5]([O:8][CH2:9][CH:10](OCC)OCC)=[CH:4][C:3]=1[F:17], predict the reaction product. The product is: [Cl:1][C:2]1[C:3]([F:17])=[CH:4][C:5]2[O:8][CH:9]=[CH:10][C:6]=2[CH:7]=1.[Cl:1][C:2]1[CH:7]=[CH:6][C:5]2[O:8][CH:9]=[CH:10][C:4]=2[C:3]=1[F:17]. (4) Given the reactants [NH2:1][NH:2][C:3]([C:5]1[C:14]2[C:9](=[CH:10][CH:11]=[CH:12][CH:13]=2)[CH:8]=[CH:7][N:6]=1)=[NH:4].[F:15][C:16]1[CH:17]=[CH:18][C:19]([OH:24])=[C:20]([CH:23]=1)[CH:21]=O, predict the reaction product. The product is: [F:15][C:16]1[CH:17]=[CH:18][C:19]([OH:24])=[C:20]([C:21]2[NH:1][N:2]=[C:3]([C:5]3[C:14]4[C:9](=[CH:10][CH:11]=[CH:12][CH:13]=4)[CH:8]=[CH:7][N:6]=3)[N:4]=2)[CH:23]=1. (5) Given the reactants [F:1][C:2]1([F:11])[CH2:7][CH2:6][CH:5]([C:8](=[S:10])[NH2:9])[CH2:4][CH2:3]1.[CH3:12][O:13][C:14](=[O:22])[CH:15](Cl)[C:16](=O)[CH2:17][O:18][CH3:19], predict the reaction product. The product is: [CH3:12][O:13][C:14]([C:15]1[S:10][C:8]([CH:5]2[CH2:6][CH2:7][C:2]([F:1])([F:11])[CH2:3][CH2:4]2)=[N:9][C:16]=1[CH2:17][O:18][CH3:19])=[O:22]. (6) Given the reactants CCN(C(C)C)C(C)C.C1C=CC2N(O)N=NC=2C=1.CCN=C=NCCCN(C)C.[C:31]([C:33]1[CH:38]=[CH:37][CH:36]=[CH:35][C:34]=1[N:39]1[CH:43]=[C:42]([C:44]([OH:46])=O)[N:41]=[N:40]1)#[N:32].NC1C=CC=CC=1C#N.[ClH:56].[NH2:57][CH2:58][C:59]([N:61]1[CH2:66][CH2:65][N:64]([C:67](=[O:76])[C:68]2[CH:73]=[C:72]([F:74])[CH:71]=[CH:70][C:69]=2Cl)[CH2:63][CH2:62]1)=[O:60].ClC1C=CC(F)=CC=1C(O)=O, predict the reaction product. The product is: [Cl:56][C:69]1[CH:70]=[CH:71][C:72]([F:74])=[CH:73][C:68]=1[C:67]([N:64]1[CH2:63][CH2:62][N:61]([C:59](=[O:60])[CH2:58][NH:57][C:44]([C:42]2[N:41]=[N:40][N:39]([C:34]3[CH:35]=[CH:36][CH:37]=[CH:38][C:33]=3[C:31]#[N:32])[CH:43]=2)=[O:46])[CH2:66][CH2:65]1)=[O:76]. (7) Given the reactants Br[C:2]1[CH:7]=[CH:6][C:5]([C:8]2[O:12][N:11]=[C:10]([CH3:13])[C:9]=2[CH:14]([OH:26])[C:15]([F:25])([F:24])/[CH:16]=[CH:17]/[C:18]2[CH:23]=[CH:22][CH:21]=[CH:20][CH:19]=2)=[CH:4][CH:3]=1.CC1(C)C(C)(C)OB([C:35]2[CH:40]=[CH:39][C:38]([C:41]3([C:44]([NH:46][S:47]([CH3:50])(=[O:49])=[O:48])=[O:45])[CH2:43][CH2:42]3)=[CH:37][CH:36]=2)O1, predict the reaction product. The product is: [F:24][C:15]([F:25])(/[CH:16]=[CH:17]/[C:18]1[CH:23]=[CH:22][CH:21]=[CH:20][CH:19]=1)[CH:14]([C:9]1[C:10]([CH3:13])=[N:11][O:12][C:8]=1[C:5]1[CH:6]=[CH:7][C:2]([C:35]2[CH:36]=[CH:37][C:38]([C:41]3([C:44]([NH:46][S:47]([CH3:50])(=[O:49])=[O:48])=[O:45])[CH2:43][CH2:42]3)=[CH:39][CH:40]=2)=[CH:3][CH:4]=1)[OH:26]. (8) Given the reactants [S:1]1[CH:5]=[CH:4][N:3]=[C:2]1[C:6]#[N:7].[C:8](OC)(=[O:16])[C:9]1[C:10](=[CH:12][CH:13]=[CH:14][CH:15]=1)[SH:11].C(N(CC)CC)C, predict the reaction product. The product is: [S:1]1[CH:5]=[CH:4][N:3]=[C:2]1[C:6]1[S:11][C:10]2[CH:12]=[CH:13][CH:14]=[CH:15][C:9]=2[C:8](=[O:16])[N:7]=1.